Dataset: Forward reaction prediction with 1.9M reactions from USPTO patents (1976-2016). Task: Predict the product of the given reaction. (1) Given the reactants [OH:1][C@H:2]1[C@H:7]([C:8]2[CH:13]=[CH:12][CH:11]=[CH:10][C:9]=2OS(C(F)(F)F)(=O)=O)[C@@H:6]([O:22][CH2:23][C:24]2[CH:25]=[CH:26][C:27]3[O:32][CH2:31][CH2:30][N:29]([CH2:33][CH2:34][CH2:35][O:36][CH3:37])[C:28]=3[CH:38]=2)[CH2:5][N:4](C(OCC2C=CC=CC=2)=O)[CH2:3]1.[C:49](=[O:52])(O)[O-:50].[Na+].C[N:55]([CH3:58])C=O, predict the reaction product. The product is: [C:58]([C:11]1[CH:12]=[CH:13][C:8]([C@@H:7]2[C@@H:6]([O:22][CH2:23][C:24]3[CH:25]=[CH:26][C:27]4[O:32][CH2:31][CH2:30][N:29]([CH2:33][CH2:34][CH2:35][O:36][CH3:37])[C:28]=4[CH:38]=3)[CH2:5][N:4]([C:49]([O:50][CH2:7][C:8]3[CH:13]=[CH:12][CH:11]=[CH:10][CH:9]=3)=[O:52])[CH2:3][C@H:2]2[OH:1])=[CH:9][CH:10]=1)#[N:55]. (2) Given the reactants CS[C:3]1[N:4]=[C:5]([CH2:12][C:13]2[CH:17]=[CH:16][S:15][CH:14]=2)[NH:6][C:7](=[O:11])[C:8]=1[C:9]#[N:10].[CH3:18][N:19]1[CH2:24][CH2:23][NH:22][CH2:21][CH2:20]1, predict the reaction product. The product is: [CH3:18][N:19]1[CH2:24][CH2:23][N:22]([C:3]2[N:4]=[C:5]([CH2:12][C:13]3[CH:17]=[CH:16][S:15][CH:14]=3)[NH:6][C:7](=[O:11])[C:8]=2[C:9]#[N:10])[CH2:21][CH2:20]1. (3) Given the reactants [C:1]([O:5][C:6]([NH:8][C:9]1([C:14]([OH:16])=O)[CH2:13][CH2:12][CH2:11][CH2:10]1)=[O:7])([CH3:4])([CH3:3])[CH3:2].[CH:17]1[CH:18]=[CH:19][C:20]2N(O)N=N[C:21]=2[CH:22]=1.CN(C(ON1[N:43]=[N:42][C:37]2C=CC=CC1=2)=[N+](C)C)C.F[P-](F)(F)(F)(F)F.CC[N:53]([CH:57](C)C)C(C)C.C(O)(C(F)(F)F)=[O:61], predict the reaction product. The product is: [NH2:53][CH2:57][C:21]1[CH:20]=[CH:19][C:18]([C:37]([NH:42][NH:43][C:14]([C:9]2([NH:8][C:6]([O:5][C:1]([CH3:2])([CH3:3])[CH3:4])=[O:7])[CH2:10][CH2:11][CH2:12][CH2:13]2)=[O:16])=[O:61])=[CH:17][CH:22]=1. (4) Given the reactants [CH3:1][O:2][C:3]1[CH:19]=[CH:18][C:6]([CH2:7][N:8]2[C:12]3[N:13]=[CH:14][CH:15]=[C:16](O)[C:11]=3[CH:10]=[N:9]2)=[CH:5][CH:4]=1.O=P(Cl)(Cl)[Cl:22].C([O-])(O)=O.[Na+], predict the reaction product. The product is: [Cl:22][C:16]1[CH:15]=[CH:14][N:13]=[C:12]2[N:8]([CH2:7][C:6]3[CH:18]=[CH:19][C:3]([O:2][CH3:1])=[CH:4][CH:5]=3)[N:9]=[CH:10][C:11]=12. (5) Given the reactants O.[Cl:2][C:3]1[CH:8]=[CH:7][CH:6]=[CH:5][C:4]=1[CH2:9][CH2:10][N:11]([CH2:19][CH2:20][CH2:21][S:22][CH2:23][CH2:24][NH:25][CH2:26][C@H:27]([OH:39])[C:28]1[C:36]2[S:35][C:34](=[O:37])[NH:33][C:32]=2[C:31]([OH:38])=[CH:30][CH:29]=1)C(=O)OC(C)(C)C.[BrH:40], predict the reaction product. The product is: [BrH:40].[BrH:40].[Cl:2][C:3]1[CH:8]=[CH:7][CH:6]=[CH:5][C:4]=1[CH2:9][CH2:10][NH:11][CH2:19][CH2:20][CH2:21][S:22][CH2:23][CH2:24][NH:25][CH2:26][C@@H:27]([C:28]1[C:36]2[S:35][C:34](=[O:37])[NH:33][C:32]=2[C:31]([OH:38])=[CH:30][CH:29]=1)[OH:39]. (6) Given the reactants [Cl:1][C:2]1[C:3]([NH:13][C:14]2[CH:19]=[N:18][CH:17]=[C:16]([C:20]3[CH:25]=[CH:24][C:23]([OH:26])=[CH:22][CH:21]=3)[N:15]=2)=[CH:4][C:5]([O:11][CH3:12])=[C:6]([CH:10]=1)[C:7](O)=[O:8].[CH2:27]([N:29]([CH2:32][CH3:33])[CH2:30][CH3:31])[CH3:28].C[N:35](C(ON1N=NC2C=CC=CC1=2)=[N+](C)C)C.[B-](F)(F)(F)F, predict the reaction product. The product is: [Cl:1][C:2]1[C:3]([NH:13][C:14]2[CH:19]=[N:18][CH:17]=[C:16]([C:20]3[CH:21]=[CH:22][C:23]([OH:26])=[CH:24][CH:25]=3)[N:15]=2)=[CH:4][C:5]([O:11][CH3:12])=[C:6]([CH:10]=1)[C:7]([NH:35][CH2:28][CH2:27][N:29]1[CH2:32][CH2:33][CH2:31][CH2:30]1)=[O:8].